Dataset: Reaction yield outcomes from USPTO patents with 853,638 reactions. Task: Predict the reaction yield, written as a fraction of the theoretical maximum amount of product (1.0 means a 100% yield; for example, 0.34 means a 34% yield). (1) The reactants are [CH3:1][O:2][C:3](=[O:17])[C:4]1[CH:13]=[C:12]([O:14][CH2:15][CH3:16])[CH:11]=[C:6]([C:7]([O:9]C)=[O:8])[CH:5]=1.[OH-].[Na+]. The catalyst is CO. The product is [CH3:1][O:2][C:3](=[O:17])[C:4]1[CH:13]=[C:12]([O:14][CH2:15][CH3:16])[CH:11]=[C:6]([C:7]([OH:9])=[O:8])[CH:5]=1. The yield is 0.820. (2) The reactants are [OH:1][C:2]1([CH3:26])[CH2:7][CH2:6][N:5]([C@H:8]([C:20]2[CH:25]=[CH:24][CH:23]=[CH:22][CH:21]=2)[C:9]([O:11][C@H](C2C=CC=CC=2)C)=[O:10])[CH2:4][CH2:3]1.FC(F)(F)C(O)=O. The catalyst is ClCCl. The product is [OH:1][C:2]1([CH3:26])[CH2:3][CH2:4][N:5]([C@H:8]([C:20]2[CH:25]=[CH:24][CH:23]=[CH:22][CH:21]=2)[C:9]([OH:11])=[O:10])[CH2:6][CH2:7]1. The yield is 0.980. (3) The reactants are C(OC([O:8][CH2:9][C@@:10]1([C:24]#[CH:25])[O:14][C@@H:13]([N:15]2[CH:23]=[C:21]([CH3:22])[C:19](=[O:20])[NH:18][C:16]2=[O:17])[CH:12]=[CH:11]1)=O)(C)(C)C.C(=O)([O-])[O-].[K+].[K+]. The catalyst is CO. The product is [C:24]([C@:10]1([CH2:9][OH:8])[O:14][C@@H:13]([N:15]2[CH:23]=[C:21]([CH3:22])[C:19](=[O:20])[NH:18][C:16]2=[O:17])[CH:12]=[CH:11]1)#[CH:25]. The yield is 0.910. (4) The reactants are [C:1]([OH:20])(=[O:19])[CH2:2][CH2:3][CH2:4][CH2:5][CH2:6][CH2:7][CH2:8][CH2:9][CH2:10][CH2:11][CH2:12][CH2:13][CH2:14][CH2:15][CH2:16][CH2:17]C.C([O:25][CH:26]([O:30][C:31]([CH3:34])([CH3:33])[CH3:32])N(C)C)(C)(C)C. The catalyst is C1(C)C=CC=CC=1. The product is [C:31]([O:30][C:26](=[O:25])[CH2:17][CH2:16][CH2:15][CH2:14][CH2:13][CH2:12][CH2:11][CH2:10][CH2:9][CH2:8][CH2:7][CH2:6][CH2:5][CH2:4][CH2:3][CH2:2][C:1]([OH:20])=[O:19])([CH3:32])([CH3:33])[CH3:34]. The yield is 0.447. (5) The reactants are Cl[C:2]1[CH:3]=[CH:4][C:5]2[CH2:6][N:7]([C:18](=[O:20])[CH3:19])[CH2:8][CH:9]([CH2:13][O:14][CH:15]([CH3:17])[CH3:16])[O:10][C:11]=2[N:12]=1.[CH3:21][O:22][C:23]1[CH:24]=[C:25]([CH:27]=[CH:28][C:29]=1[N:30]1[CH:34]=[C:33]([CH3:35])[N:32]=[CH:31]1)[NH2:26].C1(P(C2CCCCC2)C2C=CC=CC=2C2C=CC=CC=2)CCCCC1.C(=O)([O-])[O-].[Cs+].[Cs+]. The catalyst is C([O-])(=O)C.[Pd+2].C([O-])(=O)C. The product is [CH:15]([O:14][CH2:13][CH:9]1[CH2:8][N:7]([C:18](=[O:20])[CH3:19])[CH2:6][C:5]2[CH:4]=[CH:3][C:2]([NH:26][C:25]3[CH:27]=[CH:28][C:29]([N:30]4[CH:34]=[C:33]([CH3:35])[N:32]=[CH:31]4)=[C:23]([O:22][CH3:21])[CH:24]=3)=[N:12][C:11]=2[O:10]1)([CH3:17])[CH3:16]. The yield is 0.150.